This data is from Full USPTO retrosynthesis dataset with 1.9M reactions from patents (1976-2016). The task is: Predict the reactants needed to synthesize the given product. (1) Given the product [CH2:38]([O:37][C:33]([C:34]1[O:7][N:6]=[C:5]([C:4]2[CH:8]=[CH:9][C:10]([N+:11]([O-:13])=[O:12])=[C:2]([F:1])[CH:3]=2)[CH:35]=1)=[O:36])[CH3:39], predict the reactants needed to synthesize it. The reactants are: [F:1][C:2]1[CH:3]=[C:4]([CH:8]=[CH:9][C:10]=1[N+:11]([O-:13])=[O:12])[CH:5]=[N:6][OH:7].OC1C(OS(C2C=CC(C)=CC=2)(=O)=O)=C(I)C=CC=1.[C:33]([O:37][CH2:38][CH3:39])(=[O:36])[C:34]#[CH:35]. (2) The reactants are: [S:1]1[C:9]2[C:4](=[N:5][CH:6]=[CH:7][CH:8]=2)[N:3]=[C:2]1[O:10][C:11]1[CH:16]=[CH:15][C:14]([CH2:17]O)=[CH:13][CH:12]=1.O=S(Cl)[Cl:21]. Given the product [Cl:21][CH2:17][C:14]1[CH:15]=[CH:16][C:11]([O:10][C:2]2[S:1][C:9]3[C:4]([N:3]=2)=[N:5][CH:6]=[CH:7][CH:8]=3)=[CH:12][CH:13]=1, predict the reactants needed to synthesize it. (3) Given the product [Cl:1][C:2]1[C:3]([NH:26][C@@H:27]2[C@@H:32]3[CH2:33][C@@H:29]([CH:30]=[CH:31]3)[C@@H:28]2[C:34]([NH2:36])=[O:35])=[C:4]2[N:10]=[C:9]([C:11]3[CH:16]=[CH:15][C:14]([CH2:17][N:18]4[CH2:23][CH2:22][N:21]([CH2:37][C@@H:38]([OH:40])[CH3:39])[CH2:20][CH2:19]4)=[CH:13][C:12]=3[O:24][CH3:25])[NH:8][C:5]2=[N:6][CH:7]=1, predict the reactants needed to synthesize it. The reactants are: [Cl:1][C:2]1[C:3]([NH:26][C@@H:27]2[C@@H:32]3[CH2:33][C@@H:29]([CH:30]=[CH:31]3)[C@@H:28]2[C:34]([NH2:36])=[O:35])=[C:4]2[N:10]=[C:9]([C:11]3[CH:16]=[CH:15][C:14]([CH2:17][N:18]4[CH2:23][CH2:22][NH:21][CH2:20][CH2:19]4)=[CH:13][C:12]=3[O:24][CH3:25])[NH:8][C:5]2=[N:6][CH:7]=1.[CH2:37]1[O:40][C@H:38]1[CH3:39]. (4) Given the product [O:23]=[S:2]1(=[O:1])[CH2:6][CH2:5][CH2:4][N:3]1[C:7]1[CH:15]=[C:14]([N:16]2[CH2:20][CH2:19][CH2:18][S:17]2(=[O:21])=[O:22])[CH:13]=[CH:12][C:8]=1[C:9]([N:37]1[CH2:38][CH2:39][N:34]([C:28]2[C:27]([CH:24]3[CH2:25][CH2:26]3)=[CH:32][C:31]([CH3:33])=[CH:30][N:29]=2)[CH2:35][CH2:36]1)=[O:10], predict the reactants needed to synthesize it. The reactants are: [O:1]=[S:2]1(=[O:23])[CH2:6][CH2:5][CH2:4][N:3]1[C:7]1[CH:15]=[C:14]([N:16]2[CH2:20][CH2:19][CH2:18][S:17]2(=[O:22])=[O:21])[CH:13]=[CH:12][C:8]=1[C:9](O)=[O:10].[CH:24]1([C:27]2[C:28]([N:34]3[CH2:39][CH2:38][NH:37][CH2:36][CH2:35]3)=[N:29][CH:30]=[C:31]([CH3:33])[CH:32]=2)[CH2:26][CH2:25]1.ON1C2C=CC=CC=2N=N1.Cl.C(N=C=NCCCN(C)C)C. (5) Given the product [F:1][C:2]1[CH:3]=[CH:4][C:5]([O:18][CH:19]([CH3:21])[CH3:20])=[C:6]([N:8]2[CH2:13][CH2:12][N:11]([CH2:14][CH2:15][CH2:16][N:17]3[C:26](=[O:27])[CH:25]=[C:23]([CH3:24])[C:22]3=[O:28])[CH2:10][CH2:9]2)[CH:7]=1, predict the reactants needed to synthesize it. The reactants are: [F:1][C:2]1[CH:3]=[CH:4][C:5]([O:18][CH:19]([CH3:21])[CH3:20])=[C:6]([N:8]2[CH2:13][CH2:12][N:11]([CH2:14][CH2:15][CH2:16][NH2:17])[CH2:10][CH2:9]2)[CH:7]=1.[C:22]1(=O)[O:28][C:26](=[O:27])[CH:25]=[C:23]1[CH3:24]. (6) Given the product [Cl:1][C:2]1[CH:3]=[N:4][C:5]2[C:10]([C:11]=1[O:12][CH2:13][C:14]13[CH2:19][CH2:18][C:17]([C:22]([OH:24])=[O:23])([CH2:16][CH2:15]1)[CH2:20][CH2:21]3)=[N:9][C:8]([O:26][CH3:27])=[CH:7][CH:6]=2, predict the reactants needed to synthesize it. The reactants are: [Cl:1][C:2]1[CH:3]=[N:4][C:5]2[C:10]([C:11]=1[O:12][CH2:13][C:14]13[CH2:21][CH2:20][C:17]([C:22]([O:24]C)=[O:23])([CH2:18][CH2:19]1)[CH2:16][CH2:15]3)=[N:9][C:8]([O:26][CH3:27])=[CH:7][CH:6]=2.[OH-].[Na+].